Dataset: NCI-60 drug combinations with 297,098 pairs across 59 cell lines. Task: Regression. Given two drug SMILES strings and cell line genomic features, predict the synergy score measuring deviation from expected non-interaction effect. (1) Drug 1: C1=CN(C(=O)N=C1N)C2C(C(C(O2)CO)O)O.Cl. Drug 2: C1CNP(=O)(OC1)N(CCCl)CCCl. Cell line: MDA-MB-435. Synergy scores: CSS=23.7, Synergy_ZIP=-7.70, Synergy_Bliss=-2.50, Synergy_Loewe=-53.3, Synergy_HSA=-1.29. (2) Drug 1: C1=CC(=CC=C1C#N)C(C2=CC=C(C=C2)C#N)N3C=NC=N3. Drug 2: CN(C(=O)NC(C=O)C(C(C(CO)O)O)O)N=O. Cell line: NCI-H226. Synergy scores: CSS=-7.16, Synergy_ZIP=4.41, Synergy_Bliss=3.12, Synergy_Loewe=-4.77, Synergy_HSA=-4.19. (3) Drug 1: C1=CN(C(=O)N=C1N)C2C(C(C(O2)CO)O)O.Cl. Drug 2: C1CC(=O)NC(=O)C1N2C(=O)C3=CC=CC=C3C2=O. Cell line: NCIH23. Synergy scores: CSS=40.7, Synergy_ZIP=-4.10, Synergy_Bliss=-10.3, Synergy_Loewe=-41.7, Synergy_HSA=-10.5. (4) Drug 1: COC1=CC(=CC(=C1O)OC)C2C3C(COC3=O)C(C4=CC5=C(C=C24)OCO5)OC6C(C(C7C(O6)COC(O7)C8=CC=CS8)O)O. Drug 2: C(CCl)NC(=O)N(CCCl)N=O. Cell line: CAKI-1. Synergy scores: CSS=46.5, Synergy_ZIP=-1.17, Synergy_Bliss=-0.247, Synergy_Loewe=-44.9, Synergy_HSA=0.0567.